From a dataset of Peptide-MHC class I binding affinity with 185,985 pairs from IEDB/IMGT. Regression. Given a peptide amino acid sequence and an MHC pseudo amino acid sequence, predict their binding affinity value. This is MHC class I binding data. (1) The peptide sequence is LLMALPHQA. The MHC is HLA-A02:06 with pseudo-sequence HLA-A02:06. The binding affinity (normalized) is 0.321. (2) The peptide sequence is RYSNFAWYF. The MHC is HLA-B08:02 with pseudo-sequence HLA-B08:02. The binding affinity (normalized) is 0.0847.